This data is from Forward reaction prediction with 1.9M reactions from USPTO patents (1976-2016). The task is: Predict the product of the given reaction. Given the reactants [F:1][C:2]1[CH:3]=[C:4]([CH2:19][OH:20])[CH:5]=[CH:6][C:7]=1[O:8][C:9]1[CH:10]=[N:11][C:12]([C:15]([F:18])([F:17])[F:16])=[CH:13][CH:14]=1.Cl[C:22]1[CH:23]=[C:24]2[N:31]([CH3:32])[C:30]([CH3:34])([CH3:33])[CH2:29][N:25]2[C:26](=[O:28])[N:27]=1, predict the reaction product. The product is: [F:1][C:2]1[CH:3]=[C:4]([CH:5]=[CH:6][C:7]=1[O:8][C:9]1[CH:10]=[N:11][C:12]([C:15]([F:16])([F:17])[F:18])=[CH:13][CH:14]=1)[CH2:19][O:20][C:22]1[CH:23]=[C:24]2[N:31]([CH3:32])[C:30]([CH3:34])([CH3:33])[CH2:29][N:25]2[C:26](=[O:28])[N:27]=1.